From a dataset of Forward reaction prediction with 1.9M reactions from USPTO patents (1976-2016). Predict the product of the given reaction. (1) Given the reactants [Cl:1][C:2]([Cl:7])([Cl:6])[C:3](Cl)=[O:4].[N:8]1[CH:9]=[CH:10][N:11]2[CH:16]=[CH:15][CH:14]=[CH:13][C:12]=12, predict the reaction product. The product is: [Cl:1][C:2]([Cl:7])([Cl:6])[C:3]([C:10]1[N:11]2[CH:16]=[CH:15][CH:14]=[CH:13][C:12]2=[N:8][CH:9]=1)=[O:4]. (2) Given the reactants [CH3:1][C:2]1[CH:7]=[CH:6][C:5]([S:8](Cl)(=[O:10])=[O:9])=[CH:4][CH:3]=1.[C:12]1([N:18]2[C:26]3[CH2:25][CH2:24][CH2:23]/[C:22](=[CH:27]\[CH2:28][OH:29])/[C:21]=3[CH:20]=[N:19]2)[CH:17]=[CH:16][CH:15]=[CH:14][CH:13]=1.[N:30]1[CH:35]=[CH:34][CH:33]=[CH:32][CH:31]=1, predict the reaction product. The product is: [C:2]1([CH3:1])[CH:7]=[CH:6][C:5]([S:8]([O-:10])(=[O:29])=[O:9])=[CH:4][CH:3]=1.[C:12]1([N:18]2[C:26]3[CH2:25][CH2:24][CH2:23][C:22](=[CH:27][CH2:28][N+:30]4[CH:35]=[CH:34][CH:33]=[CH:32][CH:31]=4)[C:21]=3[CH:20]=[N:19]2)[CH:17]=[CH:16][CH:15]=[CH:14][CH:13]=1. (3) Given the reactants [F:1][C:2]([F:25])([F:24])[C:3]1[NH:7][N:6]=[C:5]([C:8]2[CH:13]=[CH:12][C:11]([C@H:14]3[CH2:19][CH2:18][C@H:17]([CH2:20][C:21]([OH:23])=O)[CH2:16][CH2:15]3)=[CH:10][CH:9]=2)[CH:4]=1.[N:26]1[NH:27][N:28]=[N:29][C:30]=1[NH2:31].F[P-](F)(F)(F)(F)F.N1(OC(N(C)C)=[N+](C)C)C2N=CC=CC=2N=N1.C(N(C(C)C)CC)(C)C, predict the reaction product. The product is: [N:26]1[NH:27][N:28]=[N:29][C:30]=1[NH:31][C:21](=[O:23])[CH2:20][C@H:17]1[CH2:16][CH2:15][C@H:14]([C:11]2[CH:12]=[CH:13][C:8]([C:5]3[CH:4]=[C:3]([C:2]([F:24])([F:1])[F:25])[NH:7][N:6]=3)=[CH:9][CH:10]=2)[CH2:19][CH2:18]1.